Predict the product of the given reaction. From a dataset of Forward reaction prediction with 1.9M reactions from USPTO patents (1976-2016). (1) The product is: [CH2:18]([C:19]1[NH:20][C:4](=[O:6])[C:3]2[C:2](=[CH:11][C:10]([C:12]([O:14][CH3:15])=[O:13])=[CH:9][CH:8]=2)[N:1]=1)[CH:17]([CH3:21])[CH3:16]. Given the reactants [NH2:1][C:2]1[CH:11]=[C:10]([C:12]([O:14][CH3:15])=[O:13])[CH:9]=[CH:8][C:3]=1[C:4]([O:6]C)=O.[CH3:16][CH:17]([CH3:21])[CH2:18][C:19]#[N:20].Cl.O, predict the reaction product. (2) The product is: [Cl:1][C:2]1[CH:11]=[C:10]2[C:5]([C:6]([N:12]3[CH2:17][CH2:16][N:15]([C:27]([NH:26][C:21]4[CH:22]=[CH:23][C:24]([F:25])=[C:19]([F:18])[CH:20]=4)=[O:28])[CH2:14][CH2:13]3)=[CH:7][CH:8]=[N:9]2)=[CH:4][CH:3]=1. Given the reactants [Cl:1][C:2]1[CH:11]=[C:10]2[C:5]([C:6]([N:12]3[CH2:17][CH2:16][NH:15][CH2:14][CH2:13]3)=[CH:7][CH:8]=[N:9]2)=[CH:4][CH:3]=1.[F:18][C:19]1[CH:20]=[C:21]([N:26]=[C:27]=[O:28])[CH:22]=[CH:23][C:24]=1[F:25].CCCCCC.CCOC(C)=O, predict the reaction product. (3) Given the reactants [F:1][C:2]1[CH:7]=[CH:6][C:5]([CH2:8][O:9][C:10]2[CH:19]=[C:18]([C:20]3[CH:21]=[N:22][N:23]([CH3:25])[CH:24]=3)[C:17]([CH2:26][N:27]3[CH2:32][CH2:31][O:30][CH2:29][CH2:28]3)=[CH:16][C:11]=2[C:12]([O:14]C)=O)=[CH:4][CH:3]=1.[OH-].[Li+].Cl.C(N(C(C)C)CC)(C)C.[NH2:45][C:46]1[CH:47]=[N:48][CH:49]=[CH:50][CH:51]=1.ON1C2N=CC=CC=2N=N1.C(Cl)CCl, predict the reaction product. The product is: [F:1][C:2]1[CH:7]=[CH:6][C:5]([CH2:8][O:9][C:10]2[CH:19]=[C:18]([C:20]3[CH:21]=[N:22][N:23]([CH3:25])[CH:24]=3)[C:17]([CH2:26][N:27]3[CH2:28][CH2:29][O:30][CH2:31][CH2:32]3)=[CH:16][C:11]=2[C:12]([NH:45][C:46]2[CH:47]=[N:48][CH:49]=[CH:50][CH:51]=2)=[O:14])=[CH:4][CH:3]=1.